Dataset: Forward reaction prediction with 1.9M reactions from USPTO patents (1976-2016). Task: Predict the product of the given reaction. Given the reactants [OH:1][C:2]1[CH:3]=[C:4]([CH:9]=[C:10]([OH:12])[CH:11]=1)[C:5]([O:7][CH3:8])=[O:6].C(=O)([O-])[O-].[K+].[K+].[CH2:19](Br)[CH:20]=[CH2:21], predict the reaction product. The product is: [CH3:8][O:7][C:5](=[O:6])[C:4]1[CH:3]=[C:2]([OH:1])[CH:11]=[C:10]([O:12][CH2:21][CH:20]=[CH2:19])[CH:9]=1.